From a dataset of Retrosynthesis with 50K atom-mapped reactions and 10 reaction types from USPTO. Predict the reactants needed to synthesize the given product. (1) Given the product Cc1ccccc1-n1cccc(C(=O)Nc2ccc(Oc3ccc4nc(NC(=O)C5CC5)cn4c3)c(F)c2)c1=O, predict the reactants needed to synthesize it. The reactants are: Cc1ccccc1-n1cccc(C(=O)O)c1=O.Nc1ccc(Oc2ccc3nc(NC(=O)C4CC4)cn3c2)c(F)c1. (2) Given the product COCc1ncc(-c2cc(C(=O)OC)ccc2C)[nH]1, predict the reactants needed to synthesize it. The reactants are: COC(=O)c1ccc(C)c(C(=O)CBr)c1.COCC(=N)N. (3) Given the product O=C(NCCc1cccs1)c1ccc(-c2ccccc2)cc1, predict the reactants needed to synthesize it. The reactants are: NCCc1cccs1.O=C(Cl)c1ccc(-c2ccccc2)cc1. (4) Given the product CCS(=O)[C@@H]1NC(=O)[C@H]1NC(=O)COc1ccccc1, predict the reactants needed to synthesize it. The reactants are: CCS[C@@H]1NC(=O)[C@H]1NC(=O)COc1ccccc1.OO. (5) Given the product COc1c(-c2ccccc2)cccc1C(C)C, predict the reactants needed to synthesize it. The reactants are: COc1c(Br)cccc1C(C)C.OB(O)c1ccccc1. (6) Given the product COc1cc(C(=O)NC2CCN(S(C)(=O)=O)CC2)ccc1Nc1ncc2c(n1)N(C1CCCCC1)CC(F)(F)C(=O)N2C, predict the reactants needed to synthesize it. The reactants are: COc1cc(C(=O)O)ccc1Nc1ncc2c(n1)N(C1CCCCC1)CC(F)(F)C(=O)N2C.CS(=O)(=O)N1CCC(N)CC1. (7) Given the product CC1(C)C(=O)N(C2c3ccccc3OC2CO)c2ccccc21, predict the reactants needed to synthesize it. The reactants are: CC1(C)C(=O)N(C(c2ccccc2F)C(O)CO)c2ccccc21.